From a dataset of Full USPTO retrosynthesis dataset with 1.9M reactions from patents (1976-2016). Predict the reactants needed to synthesize the given product. (1) Given the product [CH3:1][C:2]([O:4][C@H:5]1[C:15](=[O:16])[N:14]([CH2:17][CH2:18][N:19]([CH3:21])[CH3:20])[C:13]2[CH:12]=[CH:11][CH:10]=[CH:9][C:8]=2[S:7][C@H:6]1[C:22]1[CH:23]=[CH:24][C:25]([O:28][CH3:29])=[CH:26][CH:27]=1)=[O:3], predict the reactants needed to synthesize it. The reactants are: [CH3:1][C:2]([O:4][C@H:5]1[C:15](=[O:16])[N:14]([CH2:17][CH2:18][N:19]([CH3:21])[CH3:20])[C:13]2[CH:12]=[CH:11][CH:10]=[CH:9][C:8]=2[S:7][C@H:6]1[C:22]1[CH:23]=[CH:24][C:25]([O:28][CH3:29])=[CH:26][CH:27]=1)=[O:3].Cl.C(OCC)(=O)CC(CC(OCC)=O)(C(OCC)=O)O.CC(C(OC)=O)=C.CC(O[C@H]1C(=O)N(CCN(C)C)C2C=CC=CC=2S[C@H]1C1C=CC(OC)=CC=1)=O.CC(C(OC)=O)=C.C(OCC)(=O)CC(CC(OCC)=O)(C(OCC)=O)O. (2) Given the product [Si:20]([O:10][CH2:9][C:6]1[CH:5]=[CH:4][N:3]=[C:2]([Cl:1])[C:7]=1[F:8])([C:16]([CH3:19])([CH3:18])[CH3:17])([CH3:23])[CH3:22], predict the reactants needed to synthesize it. The reactants are: [Cl:1][C:2]1[C:7]([F:8])=[C:6]([CH2:9][OH:10])[CH:5]=[CH:4][N:3]=1.N1C=CN=C1.[C:16]([Si:20]([CH3:23])([CH3:22])Cl)([CH3:19])([CH3:18])[CH3:17].C(Cl)Cl. (3) Given the product [CH:11]1([N:8]2[C:6]3[N:7]=[C:2]([C:33]4[CH2:32][C:31]([CH3:45])([CH3:44])[NH:30][C:29]([CH3:46])([CH3:28])[CH:34]=4)[CH:3]=[C:4]([C:15]([NH:17][CH2:18][C:19]4[C:20](=[O:27])[NH:21][C:22]([CH3:26])=[CH:23][C:24]=4[CH3:25])=[O:16])[C:5]=3[CH:10]=[N:9]2)[CH2:14][CH2:13][CH2:12]1, predict the reactants needed to synthesize it. The reactants are: Br[C:2]1[CH:3]=[C:4]([C:15]([NH:17][CH2:18][C:19]2[C:20](=[O:27])[NH:21][C:22]([CH3:26])=[CH:23][C:24]=2[CH3:25])=[O:16])[C:5]2[CH:10]=[N:9][N:8]([CH:11]3[CH2:14][CH2:13][CH2:12]3)[C:6]=2[N:7]=1.[CH3:28][C:29]1([CH3:46])[CH2:34][C:33](B2OC(C)(C)C(C)(C)O2)=[CH:32][C:31]([CH3:45])([CH3:44])[NH:30]1.C([O-])([O-])=O.[Na+].[Na+].CCOC(C)=O. (4) Given the product [C:10]([O:14][C:15]([N:17]1[CH2:18][CH2:19][C:20]2([O:16][C:15](=[O:14])[NH:17][CH:21]2[CH2:6][C:5]2[CH:8]=[CH:9][C:2]([F:1])=[CH:3][CH:4]=2)[CH2:26][CH2:27]1)=[O:16])([CH3:11])([CH3:12])[CH3:13], predict the reactants needed to synthesize it. The reactants are: [F:1][C:2]1[CH:9]=[CH:8][C:5]([CH2:6]Br)=[CH:4][CH:3]=1.[C:10]([O:14][C:15]([N:17]1[CH2:27][CH2:26][C:20]2(NNC(=O)[CH2:21]2)[CH2:19][CH2:18]1)=[O:16])([CH3:13])([CH3:12])[CH3:11]. (5) Given the product [Cl:16][C:2]1[C:11]2[C:6](=[CH:7][CH:8]=[CH:9][CH:10]=2)[N:5]=[CH:4][CH:3]=1, predict the reactants needed to synthesize it. The reactants are: O[C:2]1[C:11]2[C:6](=[CH:7][CH:8]=[C:9](OC)[CH:10]=2)[N:5]=[CH:4][CH:3]=1.P(Cl)(Cl)([Cl:16])=O. (6) Given the product [CH3:1][O:2][C:3]1[CH:8]=[C:7]([NH2:9])[CH:6]=[CH:5][C:4]=1[C:12]1[CH:13]=[N:14][N:15]([CH3:17])[CH:16]=1, predict the reactants needed to synthesize it. The reactants are: [CH3:1][O:2][C:3]1[CH:8]=[C:7]([N+:9]([O-])=O)[CH:6]=[CH:5][C:4]=1[C:12]1[CH:13]=[N:14][N:15]([CH3:17])[CH:16]=1.[H][H]. (7) Given the product [CH2:1]([O:3][C:4]1[CH:17]=[CH:16][C:15]2[C:14]3[C:9](=[C:10]([F:21])[C:11]([CH2:18][CH2:19][CH3:20])=[CH:12][CH:13]=3)[C:8](=[O:22])[C:7](=[O:23])[C:6]=2[C:5]=1[F:24])[CH3:2], predict the reactants needed to synthesize it. The reactants are: [CH2:1]([O:3][C:4]1[CH:17]=[CH:16][C:15]2[C:14]3[C:9](=[C:10]([F:21])[C:11]([CH2:18][CH2:19][CH3:20])=[CH:12][CH:13]=3)[CH:8]([OH:22])[CH:7]([OH:23])[C:6]=2[C:5]=1[F:24])[CH3:2].